The task is: Predict the reactants needed to synthesize the given product.. This data is from Full USPTO retrosynthesis dataset with 1.9M reactions from patents (1976-2016). (1) Given the product [NH2:18][C:9]1[CH:8]=[C:7]([O:6][CH2:5][CH2:4][O:3][CH3:2])[CH:12]=[CH:11][C:10]=1/[CH:13]=[CH:14]/[C:15]([O:17][CH2:21][CH3:22])=[O:16], predict the reactants needed to synthesize it. The reactants are: O.[CH3:2][O:3][CH2:4][CH2:5][O:6][C:7]1[CH:12]=[CH:11][C:10](/[CH:13]=[CH:14]/[C:15]([O-:17])=[O:16])=[C:9]([N+:18]([O-])=O)[CH:8]=1.[C:21](O)(=O)[CH3:22]. (2) Given the product [CH2:31]([O:30][C:28](=[O:29])/[CH:27]=[CH:26]/[C:23]1[CH:22]=[CH:21][C:20]([C:16]2[CH:17]=[CH:18][CH:19]=[C:14]([C:13]([F:33])([F:12])[F:34])[CH:15]=2)=[N+:25]([O-:9])[CH:24]=1)[CH3:32], predict the reactants needed to synthesize it. The reactants are: C1C=C(Cl)C=C(C(OO)=[O:9])C=1.[F:12][C:13]([F:34])([F:33])[C:14]1[CH:15]=[C:16]([C:20]2[N:25]=[CH:24][C:23](/[CH:26]=[CH:27]/[C:28]([O:30][CH2:31][CH3:32])=[O:29])=[CH:22][CH:21]=2)[CH:17]=[CH:18][CH:19]=1. (3) Given the product [C:19]([NH:27][C:28]1[C:29]2[N:30]=[CH:31][N:32]([C:64]=2[N:65]=[CH:66][N:67]=1)[C@@H:33]1[O:63][C@H:37]([CH2:38][O:39][C:40]([C:57]2[CH:62]=[CH:61][CH:60]=[CH:59][CH:58]=2)([C:49]2[CH:54]=[CH:53][C:52]([O:55][CH3:56])=[CH:51][CH:50]=2)[C:41]2[CH:42]=[CH:43][C:44]([O:47][CH3:48])=[CH:45][CH:46]=2)[C@@H:35]([O:36][P:8]([N:12]([CH:13]([CH3:14])[CH3:15])[CH:16]([CH3:17])[CH3:18])([O:9][CH2:86][CH2:85][CH2:84][O:83][C@@H:82]2[O:88][C@H:89]([CH2:100][O:101][C:102](=[O:104])[CH3:103])[C@@H:90]([O:96][C:97](=[O:99])[CH3:98])[C@H:91]([O:92][C:93](=[O:95])[CH3:94])[C@H:81]2[O:80][C:77](=[O:79])[CH3:78])=[O:10])[CH2:34]1)(=[O:26])[C:20]1[CH:25]=[CH:24][CH:23]=[CH:22][CH:21]=1, predict the reactants needed to synthesize it. The reactants are: C(N([P:8]([N:12]([CH:16]([CH3:18])[CH3:17])[CH:13]([CH3:15])[CH3:14])(Cl)([O-:10])[O-:9])C(C)C)(C)C.[C:19]([NH:27][C:28]1[C:29]2[N:30]=[CH:31][N:32]([C:64]=2[N:65]=[CH:66][N:67]=1)[C@@H:33]1[O:63][C@H:37]([CH2:38][O:39][C:40]([C:57]2[CH:62]=[CH:61][CH:60]=[CH:59][CH:58]=2)([C:49]2[CH:54]=[CH:53][C:52]([O:55][CH3:56])=[CH:51][CH:50]=2)[C:41]2[CH:46]=[CH:45][C:44]([O:47][CH3:48])=[CH:43][CH:42]=2)[C@@H:35]([OH:36])[CH2:34]1)(=[O:26])[C:20]1[CH:25]=[CH:24][CH:23]=[CH:22][CH:21]=1.C(N(C(C)C)C(C)C)C.[C:77]([O:80][C@@H:81]1[C@@H:91]([O:92][C:93](=[O:95])[CH3:94])[C@H:90]([O:96][C:97](=[O:99])[CH3:98])[C@@H:89]([CH2:100][O:101][C:102](=[O:104])[CH3:103])[O:88][C@H:82]1[O:83][CH2:84][CH2:85][CH2:86]O)(=[O:79])[CH3:78].N1C=NN=N1. (4) Given the product [Br:17][C:18]1[CH:23]=[CH:22][C:21]([S:24][C:8]2[C:13]3[CH:14]=[CH:15][O:16][C:12]=3[CH:11]=[CH:10][N:9]=2)=[CH:20][CH:19]=1, predict the reactants needed to synthesize it. The reactants are: C(=O)([O-])[O-].[Cs+].[Cs+].Cl[C:8]1[C:13]2[CH:14]=[CH:15][O:16][C:12]=2[CH:11]=[CH:10][N:9]=1.[Br:17][C:18]1[CH:23]=[CH:22][C:21]([SH:24])=[CH:20][CH:19]=1. (5) Given the product [C:1]([O:5][C:6](=[O:40])[N:7]([CH2:8][C:9]1[CH:10]=[CH:11][C:12]([O:15][CH3:16])=[CH:13][CH:14]=1)[C:17]1[S:18][C:19]2[CH2:28][CH2:27][CH:26]([O:29][CH3:41])[C:25]3[C:21](=[CH:22][N:23]([CH2:30][C:31]4[CH:32]=[CH:33][C:34]([O:37][CH3:38])=[CH:35][CH:36]=4)[N:24]=3)[C:20]=2[N:39]=1)([CH3:4])([CH3:2])[CH3:3], predict the reactants needed to synthesize it. The reactants are: [C:1]([O:5][C:6](=[O:40])[N:7]([C:17]1[S:18][C:19]2[CH2:28][CH2:27][CH:26]([OH:29])[C:25]3[C:21](=[CH:22][N:23]([CH2:30][C:31]4[CH:36]=[CH:35][C:34]([O:37][CH3:38])=[CH:33][CH:32]=4)[N:24]=3)[C:20]=2[N:39]=1)[CH2:8][C:9]1[CH:14]=[CH:13][C:12]([O:15][CH3:16])=[CH:11][CH:10]=1)([CH3:4])([CH3:3])[CH3:2].[CH3:41]I.[H-].[Na+].O. (6) Given the product [CH3:1][C:2]1[CH:3]=[C:4]2[C:8](=[CH:9][CH:10]=1)[N:7]([CH2:34][CH2:33][C:30]1[CH:29]=[N:28][C:27]([CH3:26])=[CH:32][CH:31]=1)[C:6]1[CH2:11][CH:12]3[NH:16][CH:15]([C:5]2=1)[CH2:14][CH2:13]3, predict the reactants needed to synthesize it. The reactants are: [CH3:1][C:2]1[CH:3]=[C:4]2[C:8](=[CH:9][CH:10]=1)[NH:7][C:6]1[CH2:11][CH:12]3[NH:16][CH:15]([C:5]2=1)[CH2:14][CH2:13]3.C1(C=CC(O)=CC=1)O.[Na].[CH3:26][C:27]1[CH:32]=[CH:31][C:30]([CH:33]=[CH2:34])=[CH:29][N:28]=1. (7) Given the product [F:1][C:2]1[CH:3]=[CH:4][C:5]2[N:6]([CH:8]=[C:9]([C:11]([NH:13][C@H:14]3[CH2:19][CH2:18][C@@H:17]([N:20]4[C:21](=[O:22])[C:23]5[CH:28]=[C:27]([F:29])[CH:26]=[N:25][C:24]=5[N:30]([C:31]5[CH:36]=[CH:35][CH:34]=[C:33]([I:37])[CH:32]=5)[C:38]4=[O:39])[CH2:16][CH2:15]3)=[O:12])[N:10]=2)[CH:7]=1, predict the reactants needed to synthesize it. The reactants are: [F:1][C:2]1[CH:3]=[CH:4][C:5]2[N:6]([CH:8]=[C:9]([C:11]([NH:13][C@H:14]3[CH2:19][CH2:18][C@@H:17]([NH:20][C:21]([C:23]4[C:24]([NH:30][C:31]5[CH:36]=[CH:35][CH:34]=[C:33]([I:37])[CH:32]=5)=[N:25][CH:26]=[C:27]([F:29])[CH:28]=4)=[O:22])[CH2:16][CH2:15]3)=[O:12])[N:10]=2)[CH:7]=1.[C:38](N1C=CN=C1)(N1C=CN=C1)=[O:39].[H-].[Na+].